From a dataset of Catalyst prediction with 721,799 reactions and 888 catalyst types from USPTO. Predict which catalyst facilitates the given reaction. (1) Reactant: [Cl:1][C:2]1[CH:11]=[C:10]([CH2:12]O)[CH:9]=[CH:8][C:3]=1[C:4]([O:6][CH3:7])=[O:5].C1(P([N:28]=[N+:29]=[N-:30])(C2C=CC=CC=2)=O)C=CC=CC=1.N12CCCN=C1CCCCC2. Product: [N:28]([CH2:12][C:10]1[CH:9]=[CH:8][C:3]([C:4]([O:6][CH3:7])=[O:5])=[C:2]([Cl:1])[CH:11]=1)=[N+:29]=[N-:30]. The catalyst class is: 7. (2) Reactant: [I:1][C:2]1[CH:3]=[CH:4][C:5]2[N:6]([CH:8]=[C:9]([C:11]3[CH:18]=[CH:17][C:14]([C:15]#[N:16])=[CH:13][CH:12]=3)[N:10]=2)[CH:7]=1.C(N)(=[S:21])C.Cl. Product: [I:1][C:2]1[CH:3]=[CH:4][C:5]2[N:6]([CH:8]=[C:9]([C:11]3[CH:18]=[CH:17][C:14]([C:15](=[S:21])[NH2:16])=[CH:13][CH:12]=3)[N:10]=2)[CH:7]=1. The catalyst class is: 9. (3) Reactant: C(=O)C1C=CC=CC=1.[CH3:9][NH:10][C@H:11]1[CH2:16][CH2:15][C@H:14]([NH2:17])[CH2:13][CH2:12]1.[C:26](O[C:26]([O:28][C:29]([CH3:32])([CH3:31])[CH3:30])=[O:27])([O:28][C:29]([CH3:32])([CH3:31])[CH3:30])=[O:27].S([O-])(O)(=O)=O.[K+]. Product: [NH2:17][C@H:14]1[CH2:15][CH2:16][C@H:11]([N:10]([CH3:9])[C:26](=[O:27])[O:28][C:29]([CH3:30])([CH3:31])[CH3:32])[CH2:12][CH2:13]1. The catalyst class is: 11.